Dataset: NCI-60 drug combinations with 297,098 pairs across 59 cell lines. Task: Regression. Given two drug SMILES strings and cell line genomic features, predict the synergy score measuring deviation from expected non-interaction effect. (1) Drug 1: C1=CC=C(C=C1)NC(=O)CCCCCCC(=O)NO. Drug 2: C(CCl)NC(=O)N(CCCl)N=O. Cell line: MDA-MB-435. Synergy scores: CSS=19.4, Synergy_ZIP=-9.02, Synergy_Bliss=-7.43, Synergy_Loewe=-8.50, Synergy_HSA=-8.43. (2) Drug 1: CCC1(CC2CC(C3=C(CCN(C2)C1)C4=CC=CC=C4N3)(C5=C(C=C6C(=C5)C78CCN9C7C(C=CC9)(C(C(C8N6C=O)(C(=O)OC)O)OC(=O)C)CC)OC)C(=O)OC)O.OS(=O)(=O)O. Drug 2: CC1CCC2CC(C(=CC=CC=CC(CC(C(=O)C(C(C(=CC(C(=O)CC(OC(=O)C3CCCCN3C(=O)C(=O)C1(O2)O)C(C)CC4CCC(C(C4)OC)OCCO)C)C)O)OC)C)C)C)OC. Cell line: SF-539. Synergy scores: CSS=27.8, Synergy_ZIP=6.51, Synergy_Bliss=7.36, Synergy_Loewe=1.69, Synergy_HSA=5.84.